Dataset: Forward reaction prediction with 1.9M reactions from USPTO patents (1976-2016). Task: Predict the product of the given reaction. (1) Given the reactants [Cl:1][C:2]1[CH:25]=[CH:24][C:5]2[N:6]=[C:7]([NH:9][C:10]3[N:14]([CH2:15][CH3:16])[C:13]4[CH:17]=[CH:18][C:19]([C:21]([OH:23])=O)=[CH:20][C:12]=4[N:11]=3)[S:8][C:4]=2[CH:3]=1.[CH2:26]([NH2:28])[CH3:27].CN(C(ON1N=NC2C=CC=CC1=2)=[N+](C)C)C.F[P-](F)(F)(F)(F)F.CCN(C(C)C)C(C)C, predict the reaction product. The product is: [CH2:26]([NH:28][C:21]([C:19]1[CH:18]=[CH:17][C:13]2[N:14]([CH2:15][CH3:16])[C:10]([NH:9][C:7]3[S:8][C:4]4[CH:3]=[C:2]([Cl:1])[CH:25]=[CH:24][C:5]=4[N:6]=3)=[N:11][C:12]=2[CH:20]=1)=[O:23])[CH3:27]. (2) Given the reactants [CH3:1][C:2](=[CH2:6])[C:3](O)=[O:4].S(Cl)(Cl)=O.[C:11]([C:13]1[CH:19]=[CH:18][C:16]([NH2:17])=[CH:15][C:14]=1[C:20]([F:23])([F:22])[F:21])#[N:12], predict the reaction product. The product is: [CH3:1][C:2](=[CH2:6])[C:3]([NH:17][C:16]1[CH:18]=[CH:19][C:13]([C:11]#[N:12])=[C:14]([C:20]([F:21])([F:22])[F:23])[CH:15]=1)=[O:4]. (3) Given the reactants C1([C@@H]2[NH:12][C@H:11]([C:13]([OH:15])=[O:14])[C@@H:10]([CH3:16])[C@H:9]([CH3:17])[O:8]2)CCCCC1.NO, predict the reaction product. The product is: [OH:8][C@@H:9]([CH3:17])[C@H:10]([CH3:16])[C@@H:11]([C:13]([OH:15])=[O:14])[NH2:12]. (4) The product is: [F:21][C:18]1[CH:19]=[CH:20][C:15]([C:11]2[CH2:12][CH2:13][NH:8][CH2:9][CH:10]=2)=[CH:16][C:17]=1[C:22]([F:25])([F:23])[F:24]. Given the reactants C(OC([N:8]1[CH2:13][CH2:12][C:11]([C:15]2[CH:20]=[CH:19][C:18]([F:21])=[C:17]([C:22]([F:25])([F:24])[F:23])[CH:16]=2)(O)[CH2:10][CH2:9]1)=O)(C)(C)C, predict the reaction product.